This data is from TCR-epitope binding with 47,182 pairs between 192 epitopes and 23,139 TCRs. The task is: Binary Classification. Given a T-cell receptor sequence (or CDR3 region) and an epitope sequence, predict whether binding occurs between them. (1) The epitope is EILDITPCSF. The TCR CDR3 sequence is CASSPNQGGNYGYTF. Result: 0 (the TCR does not bind to the epitope). (2) The epitope is IVDTVSALV. The TCR CDR3 sequence is CASTGLAGSWGTDTQYF. Result: 1 (the TCR binds to the epitope). (3) The epitope is AYAQKIFKI. The TCR CDR3 sequence is CSARSPLVNEQFF. Result: 1 (the TCR binds to the epitope). (4) The epitope is GLCTLVAML. The TCR CDR3 sequence is CASTPGSKLPDTQYF. Result: 1 (the TCR binds to the epitope).